Dataset: Reaction yield outcomes from USPTO patents with 853,638 reactions. Task: Predict the reaction yield, written as a fraction of the theoretical maximum amount of product (1.0 means a 100% yield; for example, 0.34 means a 34% yield). (1) The reactants are [Cl:1][C:2]1[CH:3]=[CH:4][C:5]2[O:9][C:8]([CH:10]=[O:11])=[C:7]([CH3:12])[C:6]=2[CH:13]=1.[BH4-].[Na+]. The catalyst is C(O)C. The product is [Cl:1][C:2]1[CH:3]=[CH:4][C:5]2[O:9][C:8]([CH2:10][OH:11])=[C:7]([CH3:12])[C:6]=2[CH:13]=1. The yield is 0.880. (2) The reactants are [Br:1][C:2]1[CH:26]=[CH:25][C:24]([C:27]([F:30])([F:29])[F:28])=[CH:23][C:3]=1[CH2:4][N:5]([CH2:8][C:9]1[CH:14]=[C:13]([C:15]([F:18])([F:17])[F:16])[CH:12]=[C:11]([C:19]([F:22])([F:21])[F:20])[CH:10]=1)[C:6]#[N:7].C(N(CC)CC)C.C[Si]([N:42]=[N+:43]=[N-:44])(C)C.[OH-].[Na+]. The catalyst is C(OC)(C)(C)C. The product is [Br:1][C:2]1[CH:26]=[CH:25][C:24]([C:27]([F:28])([F:29])[F:30])=[CH:23][C:3]=1[CH2:4][N:5]([CH2:8][C:9]1[CH:10]=[C:11]([C:19]([F:20])([F:21])[F:22])[CH:12]=[C:13]([C:15]([F:18])([F:17])[F:16])[CH:14]=1)[C:6]1[N:42]=[N:43][NH:44][N:7]=1. The yield is 0.990. (3) The reactants are [Br:1][C:2]1[CH:7]=[C:6]([C:8]([CH3:11])([CH3:10])[CH3:9])[CH:5]=[CH:4][C:3]=1[OH:12].BrC1C2OCN(C(C)(C)C)CC=2C=C(C(C)(C)C)C=1.C(N(CC)CC)C.[CH3:39][O:40][CH2:41][CH2:42][O:43][CH2:44]Cl. The catalyst is ClCCl.O. The product is [Br:1][C:2]1[CH:7]=[C:6]([C:8]([CH3:9])([CH3:11])[CH3:10])[CH:5]=[CH:4][C:3]=1[O:12][CH2:39][O:40][CH2:41][CH2:42][O:43][CH3:44]. The yield is 0.720. (4) The reactants are [NH:1]1[C:9]2[C:4](=[CH:5][CH:6]=[CH:7][CH:8]=2)[CH2:3][C:2]1=[O:10].[Cl-].[Al+3].[Cl-].[Cl-].[Cl:15][CH2:16][C:17](Cl)=[O:18].Cl. The catalyst is ClC(Cl)C.C(OCC)(=O)C. The product is [Cl:15][CH2:16][C:17]([C:6]1[CH:5]=[C:4]2[C:9](=[CH:8][CH:7]=1)[NH:1][C:2](=[O:10])[CH2:3]2)=[O:18]. The yield is 0.980. (5) The reactants are [F:1][C:2]([C:5]1[CH:9]=[C:8]([NH2:10])[N:7]([C:11]2[CH:16]=[CH:15][CH:14]=[CH:13][CH:12]=2)[N:6]=1)([F:4])[CH3:3].C(=O)([O-])[O-].[K+].[K+].Cl[C:24]([O:26][C:27]1[CH:32]=[CH:31][CH:30]=[CH:29][CH:28]=1)=[O:25]. The catalyst is ClCCl. The product is [F:1][C:2]([C:5]1[CH:9]=[C:8]([NH:10][C:24](=[O:25])[O:26][C:27]2[CH:32]=[CH:31][CH:30]=[CH:29][CH:28]=2)[N:7]([C:11]2[CH:16]=[CH:15][CH:14]=[CH:13][CH:12]=2)[N:6]=1)([F:4])[CH3:3]. The yield is 0.490. (6) The reactants are [OH:1][C:2]1[C:3]([O:14][CH3:15])=[CH:4][C:5]([N+:11]([O-:13])=[O:12])=[C:6]([CH:10]=1)[C:7]([OH:9])=[O:8].[CH3:16]O. The catalyst is S(=O)(=O)(O)O. The product is [OH:1][C:2]1[C:3]([O:14][CH3:15])=[CH:4][C:5]([N+:11]([O-:13])=[O:12])=[C:6]([CH:10]=1)[C:7]([O:9][CH3:16])=[O:8]. The yield is 0.450. (7) The yield is 0.920. The reactants are [CH2:1]([O:3][C:4]([C:6]1[S:10][C:9]([NH2:11])=[N:8][C:7]=1[C:12]([F:15])([F:14])[F:13])=[O:5])[CH3:2].[C:16]([O:20][C:21]([O:23]C(OC(C)(C)C)=O)=[O:22])([CH3:19])([CH3:18])[CH3:17]. The product is [CH2:1]([O:3][C:4]([C:6]1[S:10][C:9]([NH:11][O:23][C:21]([O:20][C:16]([CH3:19])([CH3:18])[CH3:17])=[O:22])=[N:8][C:7]=1[C:12]([F:14])([F:15])[F:13])=[O:5])[CH3:2]. The catalyst is CN(C)C1C=CN=CC=1.ClCCl.